Dataset: Forward reaction prediction with 1.9M reactions from USPTO patents (1976-2016). Task: Predict the product of the given reaction. (1) Given the reactants [CH3:1][O:2][C:3]1[CH:8]=[C:7]([CH2:9][N:10]2[CH2:15][CH2:14][N:13]([CH3:16])[CH2:12][CH2:11]2)[CH:6]=[CH:5][C:4]=1[CH2:17][OH:18], predict the reaction product. The product is: [CH3:1][O:2][C:3]1[CH:8]=[C:7]([CH2:9][N:10]2[CH2:15][CH2:14][N:13]([CH3:16])[CH2:12][CH2:11]2)[CH:6]=[CH:5][C:4]=1[CH:17]=[O:18]. (2) The product is: [CH:13]1([CH2:16][O:17][C:18]2[CH:19]=[CH:20][C:21]3[C:25]([CH:26]=2)=[N:24][N:23]([C@H:27]2[CH2:32][CH2:31][C@H:30](/[CH:33]=[CH:5]/[C:4](=[O:3])[CH3:12])[CH2:29][CH2:28]2)[CH:22]=3)[CH2:15][CH2:14]1. Given the reactants [H-].[Na+].[O:3]=[C:4]([CH3:12])[CH2:5]P(=O)(OC)OC.[CH:13]1([CH2:16][O:17][C:18]2[CH:19]=[CH:20][C:21]3[C:25]([CH:26]=2)=[N:24][N:23]([C@H:27]2[CH2:32][CH2:31][C@H:30]([CH:33]=O)[CH2:29][CH2:28]2)[CH:22]=3)[CH2:15][CH2:14]1.Cl, predict the reaction product.